Dataset: Reaction yield outcomes from USPTO patents with 853,638 reactions. Task: Predict the reaction yield, written as a fraction of the theoretical maximum amount of product (1.0 means a 100% yield; for example, 0.34 means a 34% yield). The catalyst is C(Cl)Cl.C([O-])(=O)C.[Cu+2].C([O-])(=O)C. The product is [S:19]1[CH:23]=[CH:22][C:21]([N:8]2[C:16]3[C:11](=[CH:12][CH:13]=[CH:14][CH:15]=3)[C:10](=[O:17])[C:9]2=[O:18])=[CH:20]1. The yield is 0.500. The reactants are C(N(CC)CC)C.[NH:8]1[C:16]2[C:11](=[CH:12][CH:13]=[CH:14][CH:15]=2)[C:10](=[O:17])[C:9]1=[O:18].[S:19]1[CH:23]=[CH:22][C:21](B(O)O)=[CH:20]1.